From a dataset of NCI-60 drug combinations with 297,098 pairs across 59 cell lines. Regression. Given two drug SMILES strings and cell line genomic features, predict the synergy score measuring deviation from expected non-interaction effect. (1) Drug 1: CC1C(C(=O)NC(C(=O)N2CCCC2C(=O)N(CC(=O)N(C(C(=O)O1)C(C)C)C)C)C(C)C)NC(=O)C3=C4C(=C(C=C3)C)OC5=C(C(=O)C(=C(C5=N4)C(=O)NC6C(OC(=O)C(N(C(=O)CN(C(=O)C7CCCN7C(=O)C(NC6=O)C(C)C)C)C)C(C)C)C)N)C. Drug 2: C1CN1P(=S)(N2CC2)N3CC3. Cell line: UO-31. Synergy scores: CSS=8.65, Synergy_ZIP=-2.62, Synergy_Bliss=-0.619, Synergy_Loewe=-0.320, Synergy_HSA=-0.634. (2) Drug 1: CS(=O)(=O)C1=CC(=C(C=C1)C(=O)NC2=CC(=C(C=C2)Cl)C3=CC=CC=N3)Cl. Drug 2: CC(C1=C(C=CC(=C1Cl)F)Cl)OC2=C(N=CC(=C2)C3=CN(N=C3)C4CCNCC4)N. Cell line: NCIH23. Synergy scores: CSS=12.1, Synergy_ZIP=-3.09, Synergy_Bliss=1.27, Synergy_Loewe=-7.08, Synergy_HSA=0.613.